This data is from Full USPTO retrosynthesis dataset with 1.9M reactions from patents (1976-2016). The task is: Predict the reactants needed to synthesize the given product. (1) Given the product [CH3:1][O:2][C:3](=[O:19])[CH2:4][CH2:5][CH2:6][CH2:7][CH2:8][CH2:9][N:10]1[C:15](=[O:16])[CH2:14][CH2:13][CH2:12][CH:11]1[CH2:17][OH:18], predict the reactants needed to synthesize it. The reactants are: [CH3:1][O:2][C:3](=[O:19])[CH2:4][CH2:5][CH2:6][C:7]#[C:8][CH2:9][N:10]1[C:15](=[O:16])[CH2:14][CH2:13][CH2:12][CH:11]1[CH2:17][OH:18].[H][H]. (2) Given the product [CH3:21][N:19]([CH3:20])[C:17]([C@@H:16]([NH:15][C:13]([C:12]1[C:6]2[C:7](=[N:8][CH:9]=[C:4]([CH:1]3[CH2:2][CH2:3]3)[N:5]=2)[NH:10][CH:11]=1)=[O:14])[CH3:22])=[O:18], predict the reactants needed to synthesize it. The reactants are: [CH:1]1([C:4]2[N:5]=[C:6]3[C:12]([C:13]([NH:15][C@@H:16]([CH3:22])[C:17]([N:19]([CH3:21])[CH3:20])=[O:18])=[O:14])=[CH:11][N:10](COCC[Si](C)(C)C)[C:7]3=[N:8][CH:9]=2)[CH2:3][CH2:2]1.C1OCCOCCOCCOCCOCCOC1.[F-].[Cs+]. (3) Given the product [C:1]([NH:22][C@H:23]([C:30]([OH:32])=[O:31])[CH2:24][O:25][P:26]([OH:29])([OH:28])=[O:27])(=[O:21])[CH2:2][CH2:3][CH2:4]/[CH:5]=[CH:6]\[CH2:7][CH:8]=[CH:9][CH2:10][CH:11]=[CH:12][CH2:13][CH:14]=[CH:15][CH2:16][CH:17]=[CH:18][CH2:19][CH3:20], predict the reactants needed to synthesize it. The reactants are: [C:1]([NH:22][C@H:23]([C:30]([OH:32])=[O:31])[CH2:24][O:25][P:26]([OH:29])([OH:28])=[O:27])(=[O:21])[CH2:2][CH2:3][CH2:4]/[CH:5]=[CH:6]\[CH2:7][CH:8]=[CH:9][CH2:10][CH:11]=[CH:12][CH2:13][CH:14]=[CH:15][CH2:16][CH2:17][CH2:18][CH2:19][CH3:20].C(O)(=O)CCC/C=C\CC=CCC=CCC=CCC=CCC.